Dataset: Full USPTO retrosynthesis dataset with 1.9M reactions from patents (1976-2016). Task: Predict the reactants needed to synthesize the given product. Given the product [C:6]([NH:9][C:10]1[CH:11]=[C:12]2[C:17](=[CH:18][CH:19]=1)[CH2:16][CH:15]([CH2:23][N:24]([CH3:25])[CH3:1])[CH2:14][CH2:13]2)(=[O:8])[CH3:7], predict the reactants needed to synthesize it. The reactants are: [CH2:1]1COCC1.[C:6]([NH:9][C:10]1[CH:11]=[C:12]2[C:17](=[CH:18][CH:19]=1)[C:16](=O)[CH2:15][CH2:14][CH2:13]2)(=[O:8])[CH3:7].[Cl-].C[CH:23]=[N+:24]=[CH:25]C.